From a dataset of Full USPTO retrosynthesis dataset with 1.9M reactions from patents (1976-2016). Predict the reactants needed to synthesize the given product. (1) Given the product [N+:1]([C:4]1[CH:5]=[CH:6][C:7]([CH2:10][CH2:11][C:12]([O:14][CH3:19])=[O:13])=[CH:8][CH:9]=1)([O-:3])=[O:2], predict the reactants needed to synthesize it. The reactants are: [N+:1]([C:4]1[CH:9]=[CH:8][C:7]([CH2:10][CH2:11][C:12]([OH:14])=[O:13])=[CH:6][CH:5]=1)([O-:3])=[O:2].O=S(Cl)Cl.[CH3:19]O. (2) Given the product [CH3:28][O:27][C:25]1[CH:24]=[CH:23][N:22]=[C:6]([N:8]2[CH2:12][CH2:11][C:10]3([CH2:17][CH2:16][CH2:15][NH:14][C:13]3=[O:18])[CH2:9]2)[N:26]=1, predict the reactants needed to synthesize it. The reactants are: C(O[C:6]([N:8]1[CH2:12][CH2:11][C:10]2([CH2:17][CH2:16][CH2:15][NH:14][C:13]2=[O:18])[CH2:9]1)=O)(C)(C)C.Cl.ClC1[N:26]=[C:25]([O:27][CH3:28])[CH:24]=[CH:23][N:22]=1.CCN(C(C)C)C(C)C. (3) Given the product [C:12]1([C:9]2[O:8][C:7]([C:5]([OH:6])=[O:4])=[CH:11][CH:10]=2)[CH:13]=[CH:14][CH:15]=[CH:16][CH:17]=1, predict the reactants needed to synthesize it. The reactants are: [OH-].[Na+].C[O:4][C:5]([C:7]1[O:8][C:9]([C:12]2[CH:17]=[CH:16][CH:15]=[CH:14][CH:13]=2)=[CH:10][CH:11]=1)=[O:6]. (4) The reactants are: [NH2:1][C:2]1[N:7]=[C:6]([N:8]2[CH2:30][CH2:29][C:11]3([CH2:15][N:14]([C:16]([O:18][CH2:19][C:20]4[CH:25]=[CH:24][CH:23]=[CH:22][CH:21]=4)=[O:17])[C@H:13]([C:26]([OH:28])=[O:27])[CH2:12]3)[CH2:10][CH2:9]2)[CH:5]=[C:4]([O:31][C@H:32]([C:37]2[CH:42]=[CH:41][C:40](Br)=[CH:39][C:38]=2[N:44]2[CH:48]=[CH:47][C:46]([CH3:49])=[N:45]2)[C:33]([F:36])([F:35])[F:34])[N:3]=1.CC1(C)C(C)(C)OB(/[CH:58]=[CH:59]/[C:60]([O:62][CH2:63][CH3:64])=[O:61])O1.[CH2:66](O)C. Given the product [NH2:1][C:2]1[N:7]=[C:6]([N:8]2[CH2:30][CH2:29][C:11]3([CH2:15][N:14]([C:16]([O:18][CH2:19]/[C:20](/[CH:25]=[CH2:66])=[CH:21]/[CH:22]=[CH:23]\[CH3:24])=[O:17])[C@H:13]([C:26]([OH:28])=[O:27])[CH2:12]3)[CH2:10][CH2:9]2)[CH:5]=[C:4]([O:31][C@H:32]([C:37]2[CH:42]=[CH:41][C:40](/[CH:58]=[CH:59]/[C:60]([O:62][CH2:63][CH3:64])=[O:61])=[CH:39][C:38]=2[N:44]2[CH:48]=[CH:47][C:46]([CH3:49])=[N:45]2)[C:33]([F:35])([F:34])[F:36])[N:3]=1, predict the reactants needed to synthesize it. (5) Given the product [CH3:20][C:15]1[C:14]([C:8]2[C:9]([O:12][CH3:13])=[CH:10][C:11]3[C:2]4[N:31]([CH2:30][C:25]5[N:26]=[CH:27][CH:28]=[CH:29][N:24]=5)[C:32](=[O:35])[NH:45][C:3]=4[CH:4]=[N:5][C:6]=3[CH:7]=2)=[C:18]([CH3:19])[O:17][N:16]=1, predict the reactants needed to synthesize it. The reactants are: Cl[C:2]1[C:11]2[C:6](=[CH:7][C:8]([C:14]3[C:15]([CH3:20])=[N:16][O:17][C:18]=3[CH3:19])=[C:9]([O:12][CH3:13])[CH:10]=2)[N:5]=[CH:4][C:3]=1C(N)=O.[N:24]1[CH:29]=[CH:28][CH:27]=[N:26][C:25]=1[CH2:30][NH2:31].[C:32](=[O:35])([O-])O.[Na+].C1C=CC=CC=1.C(#[N:45])C. (6) Given the product [F:36][C:37]([F:42])([F:41])[C:38]([OH:40])=[O:39].[NH2:7][CH2:8][C:9]1[N:10]=[CH:11][C:12]([C:15]2[CH:20]=[CH:19][C:18]([C@@H:21]([OH:25])[C@H:22]([NH:23][C:28](=[O:32])[CH:29]([F:30])[F:31])[CH2:33][F:34])=[CH:17][CH:16]=2)=[CH:13][N:14]=1, predict the reactants needed to synthesize it. The reactants are: C(OC(=O)[NH:7][CH2:8][C:9]1[N:14]=[CH:13][C:12]([C:15]2[CH:20]=[CH:19][C:18]([C@H:21]3[O:25]C(C)(C)[N:23]([C:28](=[O:32])[CH:29]([F:31])[F:30])[C@@H:22]3[CH2:33][F:34])=[CH:17][CH:16]=2)=[CH:11][N:10]=1)(C)(C)C.[F:36][C:37]([F:42])([F:41])[C:38]([OH:40])=[O:39]. (7) Given the product [CH3:18][C:19]1[CH:23]=[C:22]([CH3:24])[NH:21][C:20]=1[CH:25]=[C:10]1[C:9]2[C:13](=[CH:14][CH:15]=[CH:16][C:8]=2[C:5]2[CH:4]=[CH:3][C:2]([Cl:1])=[CH:7][CH:6]=2)[NH:12][C:11]1=[O:17], predict the reactants needed to synthesize it. The reactants are: [Cl:1][C:2]1[CH:7]=[CH:6][C:5]([C:8]2[CH:16]=[CH:15][CH:14]=[C:13]3[C:9]=2[CH2:10][C:11](=[O:17])[NH:12]3)=[CH:4][CH:3]=1.[CH3:18][C:19]1[CH:23]=[C:22]([CH3:24])[NH:21][C:20]=1[CH:25]=O. (8) Given the product [NH2:24][C:22]1[C:21]2[C:16](=[CH:17][C:18]([O:27][CH3:28])=[C:19]([O:25][CH3:26])[CH:20]=2)[N:15]=[C:14]([N:2]([CH2:3][CH2:4][C:5]#[N:6])[CH3:1])[N:23]=1, predict the reactants needed to synthesize it. The reactants are: [CH3:1][N:2]([C:14]1[N:23]=[C:22]([NH2:24])[C:21]2[C:16](=[CH:17][C:18]([O:27][CH3:28])=[C:19]([O:25][CH3:26])[CH:20]=2)[N:15]=1)[CH2:3][CH2:4][CH2:5][NH:6]C(C1OCCC1)=O.NC1C2C(=CC(OC)=C(OC)C=2)N=C(Cl)N=1.CNCCC#N. (9) Given the product [CH3:39][C:34]1([CH3:40])[C:35]([CH3:38])([CH3:37])[O:36][B:32]([C:2]2[CH:7]=[CH:6][C:5]([N:8]([C:16]3[CH:21]=[CH:20][C:19]([CH3:22])=[CH:18][CH:17]=3)[C:9]3[CH:14]=[CH:13][C:12]([CH3:15])=[CH:11][CH:10]=3)=[CH:4][CH:3]=2)[O:33]1, predict the reactants needed to synthesize it. The reactants are: Br[C:2]1[CH:7]=[CH:6][C:5]([N:8]([C:16]2[CH:21]=[CH:20][C:19]([CH3:22])=[CH:18][CH:17]=2)[C:9]2[CH:14]=[CH:13][C:12]([CH3:15])=[CH:11][CH:10]=2)=[CH:4][CH:3]=1.C([Li])CCC.C(O[B:32]1[O:36][C:35]([CH3:38])([CH3:37])[C:34]([CH3:40])([CH3:39])[O:33]1)(C)C. (10) Given the product [F:19][C:20]1[CH:21]=[C:22]([C:26]#[C:27][C:2]2[CH:3]=[CH:4][C:5]3[N:6]([N:8]=[C:9]([C:11]([N:13]4[CH2:18][CH2:17][CH2:16][CH2:15][CH2:14]4)=[O:12])[N:10]=3)[CH:7]=2)[CH:23]=[CH:24][CH:25]=1, predict the reactants needed to synthesize it. The reactants are: Br[C:2]1[CH:3]=[CH:4][C:5]2[N:6]([N:8]=[C:9]([C:11]([N:13]3[CH2:18][CH2:17][CH2:16][CH2:15][CH2:14]3)=[O:12])[N:10]=2)[CH:7]=1.[F:19][C:20]1[CH:21]=[C:22]([C:26]#[CH:27])[CH:23]=[CH:24][CH:25]=1.